Dataset: TCR-epitope binding with 47,182 pairs between 192 epitopes and 23,139 TCRs. Task: Binary Classification. Given a T-cell receptor sequence (or CDR3 region) and an epitope sequence, predict whether binding occurs between them. (1) Result: 1 (the TCR binds to the epitope). The epitope is YYRRATRRIR. The TCR CDR3 sequence is CASSYTGGQETQYF. (2) The TCR CDR3 sequence is CSVESGRGNEQFF. Result: 0 (the TCR does not bind to the epitope). The epitope is CINGVCWTV. (3) The epitope is AMFWSVPTV. The TCR CDR3 sequence is CAISEEGGANVLTF. Result: 0 (the TCR does not bind to the epitope). (4) The epitope is IQYIDIGNY. The TCR CDR3 sequence is CASSRNDASGGRNEQFF. Result: 1 (the TCR binds to the epitope). (5) The epitope is YLNTLTLAV. The TCR CDR3 sequence is CASSQGTGDEQYF. Result: 1 (the TCR binds to the epitope). (6) The epitope is ATDALMTGY. The TCR CDR3 sequence is CASGGRGGGETQYF. Result: 1 (the TCR binds to the epitope). (7) The epitope is VLQAVGACV. The TCR CDR3 sequence is CASSEAGGWETQYF. Result: 0 (the TCR does not bind to the epitope).